Dataset: Experimentally validated miRNA-target interactions with 360,000+ pairs, plus equal number of negative samples. Task: Binary Classification. Given a miRNA mature sequence and a target amino acid sequence, predict their likelihood of interaction. (1) The miRNA is hsa-miR-3667-5p with sequence AAAGACCCAUUGAGGAGAAGGU. The protein sequence of the target gene is MDSGRDFLTLHGLQDDEDLQALLKGSQLLKVKSSSWRRERFYKLQEDCKTIWQESRKVMRTPESQLFSIEDIQEVRMGHRTEGLEKFARDVPEDRCFSIVFKDQRNTLDLIAPSPADAQHWVLGLHKIIHHSGSMDQRQKLQHWIHSCLRKADKNKDNKMSFKELQNFLKELNIQVDDSYARKIFRECDHSQTDSLEDEEIEAFYKMLTQRVEIDRTFAEAAGSGETLSVDQLVTFLQHQQREEAAGPALALSLIERYEPSETAKAQRQMTKDGFLMYLLSADGSAFSLAHRRVYQDMGQ.... Result: 0 (no interaction). (2) The miRNA is mmu-miR-329-3p with sequence AACACACCCAGCUAACCUUUUU. The protein sequence of the target gene is MWSCGPLNSTAWAEEPLCRNLRLGLWVLSLLYLGAGVPVSLGYNALLVLANLASKNTMTMPDVYFVNMAVAGLVLTALAPAYLLGPAHSRWALWSLSSEAHVTLLILFNVASLVTMYSTALLSLDYYIERALPRTYMASVYNTRHVCGFVWGGAVLTSFSSLLFYICSHVSSRIAECARMQNTEAADAILVLIGYVVPGLAVLYALALISRIGKEDTPLDQDTSRLDPSVHRLLVATVCTQFGLWTPYYLSLGHTVLTSRGRTVEGHYLGILQVAKDLAKFLAFSSSSVTPLLYRYINKA.... Result: 1 (interaction). (3) The miRNA is hsa-miR-4298 with sequence CUGGGACAGGAGGAGGAGGCAG. The protein sequence of the target gene is MPTNCAAAGCATTYNKHINISFHRFPLDPKRRKEWVRLVRRKNFVPGKHTFLCSKHFEASCFDLTGQTRRLKMDAVPTIFDFCTHIKSMKLKSRNLLKKNNSCSPAGPSNLKSNISSQQVLLEHSYAFRNPMEAKKRIIKLEKEIASLRRKMKTCLQKERRATRRWIKATCLVKNLEANSVLPKGTSEHMLPTALSSLPLEDFKILEQDQQDKTLLSLNLKQTKSTFI. Result: 0 (no interaction). (4) The miRNA is hsa-miR-6736-3p with sequence UCAGCUCCUCUCUACCCACAG. The protein sequence of the target gene is MFRLLRWRLGRTLLRAAGRRCGGCTARLLPERTGDAGTGAERLRTRGAPARGHGVLPLLAALAWFSRPAATAEQPGEDASDEAEAEIIQLLKQAKLSIMKDEPEAAELILHDALRLAYESDNRKAITYTYDLMANLAFIRGQLENAEQLFKATMSYLLGGGMKQEDNAIIEISLKLANIYAAQNKQEFALAGYEFCISTLEGKIEREKELAEDIMSEETANTYLLLGMCLDSCARYLLFSKQLSQAQRMYEKALQICQEIQGERHPQTIVLMSDLATTLDAQGHFDDAYIYMQRASDLAR.... Result: 0 (no interaction).